This data is from Peptide-MHC class II binding affinity with 134,281 pairs from IEDB. The task is: Regression. Given a peptide amino acid sequence and an MHC pseudo amino acid sequence, predict their binding affinity value. This is MHC class II binding data. (1) The peptide sequence is KYSYYPEDPVKLASI. The MHC is DRB3_0101 with pseudo-sequence DRB3_0101. The binding affinity (normalized) is 0.723. (2) The peptide sequence is QPEQPQQSKPEQERP. The MHC is HLA-DQA10501-DQB10201 with pseudo-sequence HLA-DQA10501-DQB10201. The binding affinity (normalized) is 0. (3) The binding affinity (normalized) is 0.0651. The peptide sequence is MASRFMTDPHAMRDM. The MHC is DRB3_0202 with pseudo-sequence DRB3_0202. (4) The peptide sequence is YKDVDKPPFSGMTGC. The MHC is HLA-DPA10103-DPB10301 with pseudo-sequence HLA-DPA10103-DPB10301. The binding affinity (normalized) is 0. (5) The MHC is DRB1_1101 with pseudo-sequence DRB1_1101. The peptide sequence is VMRYTIDKEFEKICR. The binding affinity (normalized) is 0.403. (6) The peptide sequence is EKKYIAATQFEPLAA. The MHC is DRB1_1602 with pseudo-sequence DRB1_1602. The binding affinity (normalized) is 0.548. (7) The MHC is HLA-DQA10501-DQB10201 with pseudo-sequence HLA-DQA10501-DQB10201. The peptide sequence is VGAATGAATAATGGY. The binding affinity (normalized) is 0.0283.